Dataset: Reaction yield outcomes from USPTO patents with 853,638 reactions. Task: Predict the reaction yield, written as a fraction of the theoretical maximum amount of product (1.0 means a 100% yield; for example, 0.34 means a 34% yield). (1) The reactants are C1(P(C2C=CC=CC=2)C2C=CC=CC=2)C=CC=CC=1.CC(OC(/N=N/C(OC(C)C)=O)=O)C.[C:34]([O:38][C:39](=[O:57])[NH:40][C:41]1[CH:46]=[N:45][C:44]([C:47]2[CH:52]=[CH:51][C:50]([C:53]([F:56])([F:55])[F:54])=[CH:49][CH:48]=2)=[CH:43][N:42]=1)([CH3:37])([CH3:36])[CH3:35].O[CH:59]([C:63]1[CH:73]=[CH:72][C:66]([C:67]([O:69][CH2:70][CH3:71])=[O:68])=[CH:65][CH:64]=1)[CH2:60][CH2:61][CH3:62]. The catalyst is C(Cl)Cl.[Cl-].[NH4+].C1COCC1. The product is [C:34]([O:38][C:39]([N:40]([C:41]1[CH:46]=[N:45][C:44]([C:47]2[CH:52]=[CH:51][C:50]([C:53]([F:56])([F:54])[F:55])=[CH:49][CH:48]=2)=[CH:43][N:42]=1)[CH:59]([C:63]1[CH:73]=[CH:72][C:66]([C:67]([O:69][CH2:70][CH3:71])=[O:68])=[CH:65][CH:64]=1)[CH2:60][CH2:61][CH3:62])=[O:57])([CH3:37])([CH3:35])[CH3:36]. The yield is 0.980. (2) The reactants are Cl.[F:2][C:3]1[CH:4]=[C:5]([CH:25]=[CH:26][C:27]=1[OH:28])[NH:6][C:7]1[C:16]2[C:11](=[CH:12][CH:13]=[CH:14][C:15]=2[O:17][CH:18]2[CH2:23][CH2:22][N:21]([CH3:24])[CH2:20][CH2:19]2)[N:10]=[CH:9][N:8]=1.[CH3:29][C:30]1[O:34][N:33]=[C:32]([CH2:35]Cl)[CH:31]=1. The yield is 0.380. The product is [F:2][C:3]1[CH:4]=[C:5]([CH:25]=[CH:26][C:27]=1[O:28][CH2:35][C:32]1[CH:31]=[C:30]([CH3:29])[O:34][N:33]=1)[NH:6][C:7]1[C:16]2[C:11](=[CH:12][CH:13]=[CH:14][C:15]=2[O:17][CH:18]2[CH2:23][CH2:22][N:21]([CH3:24])[CH2:20][CH2:19]2)[N:10]=[CH:9][N:8]=1. No catalyst specified. (3) The reactants are Br[C:2]1[CH:8]=[CH:7][C:6]([N+:9]([O-:11])=[O:10])=[CH:5][C:3]=1[NH2:4].[C:12]1([CH3:18])C=CC=C[CH:13]=1.C([O-])([O-])=O.[Cs+].[Cs+].B1(C2CC2)OC(=O)CN(C)CC(=O)O1. The catalyst is CC([O-])=O.CC([O-])=O.[Pd+2].O. The product is [CH:18]1([C:2]2[CH:8]=[CH:7][C:6]([N+:9]([O-:11])=[O:10])=[CH:5][C:3]=2[NH2:4])[CH2:12][CH2:13]1. The yield is 0.700. (4) The reactants are [CH:1]1([C:4]2[C:13]([I:14])=[CH:12][C:7]([C:8]([O:10]C)=[O:9])=[C:6]([CH2:15][CH3:16])[CH:5]=2)[CH2:3][CH2:2]1.[OH-].[Na+]. The catalyst is CO. The product is [CH:1]1([C:4]2[C:13]([I:14])=[CH:12][C:7]([C:8]([OH:10])=[O:9])=[C:6]([CH2:15][CH3:16])[CH:5]=2)[CH2:2][CH2:3]1. The yield is 0.920.